From a dataset of Forward reaction prediction with 1.9M reactions from USPTO patents (1976-2016). Predict the product of the given reaction. (1) Given the reactants [C:1]([O:5][C:6](=[O:21])[CH2:7]/[C:8](=[CH:12]\[CH2:13][CH2:14][CH:15]1[CH2:20][CH2:19][CH2:18][CH2:17][CH2:16]1)/[C:9]([OH:11])=[O:10])([CH3:4])([CH3:3])[CH3:2], predict the reaction product. The product is: [C:1]([O:5][C:6](=[O:21])[CH2:7][C@@H:8]([CH2:12][CH2:13][CH2:14][CH:15]1[CH2:16][CH2:17][CH2:18][CH2:19][CH2:20]1)[C:9]([OH:11])=[O:10])([CH3:4])([CH3:2])[CH3:3]. (2) Given the reactants [NH2:1][CH:2]1[CH2:7][CH2:6][N:5]([C:8]([O:10][CH2:11][CH3:12])=[O:9])[CH2:4][CH2:3]1.[CH:13]1([NH:19][CH:20]2[CH2:25][CH2:24][CH2:23][CH2:22][CH2:21]2)[CH2:18][CH2:17][CH2:16][CH2:15][CH2:14]1.[C:26]([NH:29][C:30]1[S:31][C:32]([S:35](Cl)(=[O:37])=[O:36])=[CH:33][N:34]=1)(=[O:28])C.Br.[C:40](O)(=O)C, predict the reaction product. The product is: [CH2:11]([O:10][C:8]([N:5]1[CH2:4][CH2:3][CH:2]([NH:1][S:35]([C:32]2[S:31][C:30]([NH:29][C:26]([N:19]([CH:13]3[CH2:14][CH2:15][CH2:16][CH2:17][CH2:18]3)[CH:20]3[CH2:21][CH2:22][CH2:23][CH2:24][CH2:25]3)=[O:28])=[N:34][C:33]=2[CH3:40])(=[O:37])=[O:36])[CH2:7][CH2:6]1)=[O:9])[CH3:12].[NH:5]1[CH2:4][CH2:3][CH:2]([NH:1][S:35]([C:32]2[S:31][C:30]([NH:29][C:26]([N:19]([CH:13]3[CH2:14][CH2:15][CH2:16][CH2:17][CH2:18]3)[CH:20]3[CH2:21][CH2:22][CH2:23][CH2:24][CH2:25]3)=[O:28])=[N:34][C:33]=2[CH3:40])(=[O:37])=[O:36])[CH2:7][CH2:6]1. (3) The product is: [CH3:1][O:2][C:3]1[CH:4]=[C:5]2[C:9](=[CH:10][CH:11]=1)[NH:8][CH:7]=[C:6]2[C:25]([C:15]1[C:24]2[C:19](=[CH:20][CH:21]=[CH:22][CH:23]=2)[CH:18]=[CH:17][CH:16]=1)=[O:26]. Given the reactants [CH3:1][O:2][C:3]1[CH:4]=[C:5]2[C:9](=[CH:10][CH:11]=1)[NH:8][CH:7]=[CH:6]2.C[Mg]Br.[C:15]1([C:25](Cl)=[O:26])[C:24]2[C:19](=[CH:20][CH:21]=[CH:22][CH:23]=2)[CH:18]=[CH:17][CH:16]=1.[Cl-].[NH4+], predict the reaction product. (4) Given the reactants [F:1][C:2]1[CH:10]=[C:9]([C:11]([F:17])([F:16])[C:12]([F:15])([F:14])[F:13])[CH:8]=[CH:7][C:3]=1[C:4]([OH:6])=O.[NH2:18][C:19]1[CH:20]=[CH:21][C:22]([C:25]([O:27][CH2:28][CH3:29])=[O:26])=[N:23][CH:24]=1.CN(C(ON1N=NC2C=CC=NC1=2)=[N+](C)C)C.F[P-](F)(F)(F)(F)F.CN1CCOCC1, predict the reaction product. The product is: [F:1][C:2]1[CH:10]=[C:9]([C:11]([F:17])([F:16])[C:12]([F:15])([F:14])[F:13])[CH:8]=[CH:7][C:3]=1[C:4]([NH:18][C:19]1[CH:20]=[CH:21][C:22]([C:25]([O:27][CH2:28][CH3:29])=[O:26])=[N:23][CH:24]=1)=[O:6].